The task is: Predict which catalyst facilitates the given reaction.. This data is from Catalyst prediction with 721,799 reactions and 888 catalyst types from USPTO. (1) Reactant: FC(F)(F)C([NH:5][CH2:6][CH2:7][CH2:8][N:9]([CH2:65][CH2:66][CH2:67][NH:68]C(=O)C(F)(F)F)[CH2:10][CH2:11][CH2:12][N:13](C(=O)C(F)(F)F)[CH2:14][C:15]([NH:17][CH2:18][CH:19]1[CH2:23][O:22][CH:21]([O:24][CH2:25][CH2:26][CH2:27][C:28]([N:30]([CH2:45][CH2:46][CH2:47][CH2:48][CH2:49][CH2:50][CH2:51][CH2:52][CH2:53][CH2:54][CH2:55][CH2:56][CH2:57][CH3:58])[CH2:31][CH2:32][CH2:33][CH2:34][CH2:35][CH2:36][CH2:37][CH2:38][CH2:39][CH2:40][CH2:41][CH2:42][CH2:43][CH3:44])=[O:29])[O:20]1)=[O:16])=O.[OH-].[Na+]. Product: [NH2:5][CH2:6][CH2:7][CH2:8][N:9]([CH2:65][CH2:66][CH2:67][NH2:68])[CH2:10][CH2:11][CH2:12][NH:13][CH2:14][C:15]([NH:17][CH2:18][CH:19]1[CH2:23][O:22][CH:21]([O:24][CH2:25][CH2:26][CH2:27][C:28]([N:30]([CH2:31][CH2:32][CH2:33][CH2:34][CH2:35][CH2:36][CH2:37][CH2:38][CH2:39][CH2:40][CH2:41][CH2:42][CH2:43][CH3:44])[CH2:45][CH2:46][CH2:47][CH2:48][CH2:49][CH2:50][CH2:51][CH2:52][CH2:53][CH2:54][CH2:55][CH2:56][CH2:57][CH3:58])=[O:29])[O:20]1)=[O:16]. The catalyst class is: 7. (2) Reactant: [NH2:1][C:2]1[C:3]([CH2:11][CH2:12][CH3:13])=[N:4][N:5]([CH3:10])[C:6]=1[C:7]([NH2:9])=[O:8].[CH2:14](N(CC)CC)[CH3:15].[C:21]([OH:25])(=[O:24])[CH2:22]C. Product: [CH2:14]([O:25][C:21]([C:22]1[NH:9][C:7](=[O:8])[C:6]2[N:5]([CH3:10])[N:4]=[C:3]([CH2:11][CH2:12][CH3:13])[C:2]=2[N:1]=1)=[O:24])[CH3:15]. The catalyst class is: 113. (3) Reactant: [F:1][C:2]1[CH:3]=[C:4]([NH:45][S:46]([CH2:49][CH2:50][O:51]C)(=[O:48])=[O:47])[CH:5]=[C:6]([C:8]2[C:16]3[C:15]([NH:17][C@H:18]([C:20]4[N:25]([C:26]5[CH:31]=[CH:30][CH:29]=[CH:28][CH:27]=5)[C:24](=[O:32])[C:23]5=[C:33]([CH3:36])[CH:34]=[CH:35][N:22]5[N:21]=4)[CH3:19])=[N:14][CH:13]=[N:12][C:11]=3[N:10](COCC[Si](C)(C)C)[CH:9]=2)[CH:7]=1.B(Br)(Br)Br.N. Product: [F:1][C:2]1[CH:3]=[C:4]([NH:45][S:46]([CH2:49][CH2:50][OH:51])(=[O:47])=[O:48])[CH:5]=[C:6]([C:8]2[C:16]3[C:15]([NH:17][C@H:18]([C:20]4[N:25]([C:26]5[CH:27]=[CH:28][CH:29]=[CH:30][CH:31]=5)[C:24](=[O:32])[C:23]5=[C:33]([CH3:36])[CH:34]=[CH:35][N:22]5[N:21]=4)[CH3:19])=[N:14][CH:13]=[N:12][C:11]=3[NH:10][CH:9]=2)[CH:7]=1. The catalyst class is: 4. (4) Reactant: N[C:2]1[CH:7]=[CH:6][C:5]([C:8]([F:11])([F:10])[F:9])=[CH:4][C:3]=1[S:12]([NH:15][C:16]1[CH:17]=[CH:18][CH:19]=[C:20]2[C:25]=1[N:24]=[CH:23][CH:22]=[CH:21]2)(=[O:14])=[O:13].N(OC(C)(C)C)=O.CC(O)=O. Product: [F:10][C:8]([F:11])([F:9])[C:5]1[CH:4]=[C:3]2[C:2](=[CH:7][CH:6]=1)[C:17]1[C:16](=[C:25]3[C:20](=[CH:19][CH:18]=1)[CH:21]=[CH:22][CH:23]=[N:24]3)[NH:15][S:12]2(=[O:13])=[O:14]. The catalyst class is: 1.